From a dataset of Forward reaction prediction with 1.9M reactions from USPTO patents (1976-2016). Predict the product of the given reaction. (1) Given the reactants [F:1][C:2]1[CH:3]=[C:4]([CH2:9][C:10]([NH:12][C@H:13]([C:15]([OH:17])=O)[CH3:14])=[O:11])[CH:5]=[C:6]([F:8])[CH:7]=1.Cl.[NH2:19][C@@H:20]([CH2:25][C:26]1[CH:31]=[CH:30][N:29]=[CH:28][CH:27]=1)[C:21]([O:23][CH3:24])=[O:22].Cl.N1C=CC(CCl)=CC=1, predict the reaction product. The product is: [F:8][C:6]1[CH:5]=[C:4]([CH2:9][C:10]([NH:12][C@H:13]([C:15]([NH:19][C@@H:20]([CH2:25][C:26]2[CH:27]=[CH:28][N:29]=[CH:30][CH:31]=2)[C:21]([O:23][CH3:24])=[O:22])=[O:17])[CH3:14])=[O:11])[CH:3]=[C:2]([F:1])[CH:7]=1. (2) Given the reactants F[C:2]1[CH:12]=[CH:11][CH:10]=[CH:9][C:3]=1[C:4]([O:6][CH2:7][CH3:8])=[O:5].[C:13](=[O:16])([O-])[O-:14].[K+].[K+].[OH:19][C:20]1[CH:25]=[CH:24][C:23]([C:26]2[CH:31]=[CH:30][CH:29]=[C:28]([CH2:32][N:33](C)[C:34](=O)OC(C)(C)C)[CH:27]=2)=[CH:22][CH:21]=1, predict the reaction product. The product is: [C:3]([O:14][C:13]([CH2:34][NH:33][CH2:32][C:28]1[CH:27]=[C:26]([C:23]2[CH:24]=[CH:25][C:20]([O:19][C:2]3[CH:12]=[CH:11][CH:10]=[CH:9][C:3]=3[C:4]([O:6][CH2:7][CH3:8])=[O:5])=[CH:21][CH:22]=2)[CH:31]=[CH:30][CH:29]=1)=[O:16])([CH3:9])([CH3:4])[CH3:2]. (3) Given the reactants CCCCCC.[CH3:7][CH:8]([CH2:11][CH2:12][CH2:13][C:14]([CH3:17])([OH:16])[CH3:15])[CH2:9]O.[CH2:18]([O:25]COC[C@@H](C)COS(C1C=CC(C)=CC=1)(=O)=O)[C:19]1C=CC=C[CH:20]=1, predict the reaction product. The product is: [CH3:7][C@@H:8]([CH2:11][CH2:12][CH2:13][C:14]([CH3:17])([OH:16])[CH3:15])/[CH:9]=[CH:20]\[CH2:19][CH2:18][OH:25]. (4) Given the reactants [CH3:1][C:2]([CH3:4])=[O:3].[CH3:5][N:6]([CH3:15])[C:7]1[CH:14]=[CH:13][C:10]([CH:11]=O)=[CH:9][CH:8]=1.[OH-].[Na+], predict the reaction product. The product is: [CH3:5][N:6]([CH3:15])[C:7]1[CH:14]=[CH:13][C:10]([CH:11]=[CH:1][C:2](=[O:3])[CH:4]=[CH:11][C:10]2[CH:13]=[CH:14][C:7]([N:6]([CH3:15])[CH3:5])=[CH:8][CH:9]=2)=[CH:9][CH:8]=1. (5) Given the reactants [Cl:1][C:2]1[CH:13]=[CH:12][C:5]([CH2:6][CH:7]([C:10]#[N:11])[C:8]#[N:9])=[CH:4][CH:3]=1.[H-].[Na+].I[CH2:17][CH2:18][C:19]([F:25])([F:24])[C:20]([F:23])([F:22])[F:21], predict the reaction product. The product is: [Cl:1][C:2]1[CH:3]=[CH:4][C:5]([CH2:6][C:7]([CH2:17][CH2:18][C:19]([F:25])([F:24])[C:20]([F:23])([F:22])[F:21])([C:8]#[N:9])[C:10]#[N:11])=[CH:12][CH:13]=1. (6) Given the reactants [C:1]([CH2:3]P(=O)(OCC)OCC)#[N:2].[H-].[Na+].[O:14]1[C:23]2[C:18](=[CH:19][CH:20]=[CH:21][CH:22]=2)[C:17](=O)[CH2:16][CH2:15]1, predict the reaction product. The product is: [O:14]1[C:23]2[C:18](=[CH:19][CH:20]=[CH:21][CH:22]=2)[C:17](=[CH:3][C:1]#[N:2])[CH2:16][CH2:15]1.